This data is from Catalyst prediction with 721,799 reactions and 888 catalyst types from USPTO. The task is: Predict which catalyst facilitates the given reaction. (1) Reactant: [C:1]([O:5][C:6]([NH:8][C@@H:9]([C@H:21]([CH3:29])[CH2:22][CH:23]([CH3:28])[CH2:24][CH2:25][CH:26]=[CH2:27])[C:10]([N:12]1[CH2:16][C@H:15]([OH:17])[CH2:14][C@H:13]1[C:18](O)=[O:19])=[O:11])=[O:7])([CH3:4])([CH3:3])[CH3:2].CN(C(ON1N=NC2C=CC=NC1=2)=[N+](C)C)C.F[P-](F)(F)(F)(F)F.CCN(C(C)C)C(C)C.Cl.[NH2:64][C@:65]1([C:70]([NH:72][S:73]([C:76]2([CH2:79][F:80])[CH2:78][CH2:77]2)(=[O:75])=[O:74])=[O:71])[CH2:67][C@H:66]1[CH:68]=[CH2:69]. Product: [F:80][CH2:79][C:76]1([S:73]([NH:72][C:70]([C@@:65]2([NH:64][C:18]([C@@H:13]3[CH2:14][C@@H:15]([OH:17])[CH2:16][N:12]3[C:10](=[O:11])[C@@H:9]([NH:8][C:6](=[O:7])[O:5][C:1]([CH3:4])([CH3:2])[CH3:3])[C@H:21]([CH3:29])[CH2:22][CH:23]([CH3:28])[CH2:24][CH2:25][CH:26]=[CH2:27])=[O:19])[CH2:67][C@H:66]2[CH:68]=[CH2:69])=[O:71])(=[O:74])=[O:75])[CH2:77][CH2:78]1. The catalyst class is: 4. (2) Reactant: [CH3:1][CH:2]([CH3:21])[CH2:3][CH:4]([O:9][CH:10]([C:15]1[CH:20]=[CH:19][CH:18]=[CH:17][CH:16]=1)[C:11]([F:14])([F:13])[F:12])[C:5]([O:7]C)=[O:6].[I-].[Li+].Cl. Product: [CH3:1][CH:2]([CH3:21])[CH2:3][CH:4]([O:9][CH:10]([C:15]1[CH:16]=[CH:17][CH:18]=[CH:19][CH:20]=1)[C:11]([F:13])([F:14])[F:12])[C:5]([OH:7])=[O:6]. The catalyst class is: 17. (3) Reactant: [CH2:1]1[O:9][C:8]2[CH:7]=[CH:6][C:5]([CH2:10][CH2:11][C:12](O)=[O:13])=[CH:4][C:3]=2[O:2]1.O1CCCC1.B. Product: [CH2:1]1[O:9][C:8]2[CH:7]=[CH:6][C:5]([CH2:10][CH2:11][CH2:12][OH:13])=[CH:4][C:3]=2[O:2]1. The catalyst class is: 28. (4) Reactant: Br[CH:2]([CH:15]([CH3:17])[CH3:16])[CH2:3][N-:4][C:5]1[CH:10]=[C:9]([Cl:11])[C:8]([CH3:12])=[C:7]([Cl:13])[C:6]=1[OH:14].C(=O)([O-])[O-:19].[K+].[K+].O.CCCCCC. Product: [Cl:11][C:9]1[C:8]([CH3:12])=[C:7]([Cl:13])[C:6]2[O:14][CH:2]([CH:15]([CH3:17])[CH3:16])[C:3](=[O:19])[NH:4][C:5]=2[CH:10]=1. The catalyst class is: 9. (5) Reactant: [NH2:1][C:2]1[N:3]=[CH:4][C:5]([C:8]2[CH:13]=[CH:12][C:11]([C:14]3[C:15]([S:20]([NH:23][C:24]([CH3:27])([CH3:26])[CH3:25])(=[O:22])=[O:21])=[CH:16][CH:17]=[CH:18][CH:19]=3)=[CH:10][C:9]=2[F:28])=[N:6][CH:7]=1.CCN(C(C)C)C(C)C.[CH3:38][S:39](Cl)(=[O:41])=[O:40]. Product: [C:24]([NH:23][S:20]([C:15]1[C:14]([C:11]2[CH:12]=[CH:13][C:8]([C:5]3[CH:4]=[N:3][C:2]([N:1]([S:20]([CH3:15])(=[O:22])=[O:21])[S:39]([CH3:38])(=[O:41])=[O:40])=[CH:7][N:6]=3)=[C:9]([F:28])[CH:10]=2)=[CH:19][CH:18]=[CH:17][CH:16]=1)(=[O:22])=[O:21])([CH3:25])([CH3:27])[CH3:26]. The catalyst class is: 2. (6) Reactant: [C:1]([O:5][C:6]([N:8]1[CH2:13][CH2:12][CH:11]([NH:14][C:15]2[C:20]([NH2:21])=[CH:19][N:18]=[C:17]3[N:22]([S:25]([C:28]4[CH:33]=[CH:32][CH:31]=[CH:30][CH:29]=4)(=[O:27])=[O:26])[CH:23]=[CH:24][C:16]=23)[CH2:10][CH2:9]1)=[O:7])([CH3:4])([CH3:3])[CH3:2].[C:34]([NH:37][CH2:38][C:39](O)=[O:40])(=[O:36])[CH3:35].CN(C(ON1N=NC2C=CC=CC1=2)=[N+](C)C)C.F[P-](F)(F)(F)(F)F.CCN(C(C)C)C(C)C. Product: [C:1]([O:5][C:6]([N:8]1[CH2:9][CH2:10][CH:11]([NH:14][C:15]2[C:20]([NH:21][C:39](=[O:40])[CH2:38][NH:37][C:34](=[O:36])[CH3:35])=[CH:19][N:18]=[C:17]3[N:22]([S:25]([C:28]4[CH:33]=[CH:32][CH:31]=[CH:30][CH:29]=4)(=[O:26])=[O:27])[CH:23]=[CH:24][C:16]=23)[CH2:12][CH2:13]1)=[O:7])([CH3:4])([CH3:2])[CH3:3]. The catalyst class is: 18.